Dataset: Peptide-MHC class II binding affinity with 134,281 pairs from IEDB. Task: Regression. Given a peptide amino acid sequence and an MHC pseudo amino acid sequence, predict their binding affinity value. This is MHC class II binding data. The peptide sequence is VDSIGMLPRFTP. The MHC is DRB1_1101 with pseudo-sequence DRB1_1101. The binding affinity (normalized) is 0.154.